Dataset: Forward reaction prediction with 1.9M reactions from USPTO patents (1976-2016). Task: Predict the product of the given reaction. (1) The product is: [C:20]([O:24][C:25](=[O:36])[NH:26][CH2:27][C:28]1[CH:29]=[CH:30][C:31]([CH2:34][NH:9][CH2:8][CH2:7][CH2:6][CH2:5][N:4]([CH2:1][CH2:2][CH3:3])[CH2:10][CH2:11][CH3:12])=[CH:32][CH:33]=1)([CH3:23])([CH3:22])[CH3:21]. Given the reactants [CH2:1]([N:4]([CH2:10][CH2:11][CH3:12])[CH2:5][CH2:6][CH2:7][CH2:8][NH2:9])[CH2:2][CH3:3].C(OC)(OC)OC.[C:20]([O:24][C:25](=[O:36])[NH:26][CH2:27][C:28]1[CH:33]=[CH:32][C:31]([CH:34]=O)=[CH:30][CH:29]=1)([CH3:23])([CH3:22])[CH3:21].[BH4-].[Na+], predict the reaction product. (2) Given the reactants [CH2:1]([O:8][C:9](=[O:33])[C@@H:10]([NH:25][C:26]([O:28][C:29]([CH3:32])([CH3:31])[CH3:30])=[O:27])[CH2:11][CH2:12][C:13](=[O:24])[NH:14][C:15]1[CH:20]=[C:19]([CH3:21])[C:18]([CH3:22])=[CH:17][C:16]=1[NH2:23])[C:2]1[CH:7]=[CH:6][CH:5]=[CH:4][CH:3]=1.[CH:34](=O)[CH2:35][CH2:36][CH2:37][CH3:38].C(O[BH-](OC(=O)C)OC(=O)C)(=O)C.[Na+], predict the reaction product. The product is: [CH2:1]([O:8][C:9](=[O:33])[C@@H:10]([NH:25][C:26]([O:28][C:29]([CH3:30])([CH3:32])[CH3:31])=[O:27])[CH2:11][CH2:12][C:13](=[O:24])[NH:14][C:15]1[CH:20]=[C:19]([CH3:21])[C:18]([CH3:22])=[CH:17][C:16]=1[NH:23][CH2:34][CH2:35][CH2:36][CH2:37][CH3:38])[C:2]1[CH:7]=[CH:6][CH:5]=[CH:4][CH:3]=1. (3) Given the reactants [CH3:1][O:2][C:3]1[CH:8]=[CH:7][C:6]([CH:9]2[O:14][C@H:13]3[CH2:15][C@H:16]([N:18]4[C:22]5[N:23]=[CH:24][N:25]=[C:26]([CH3:27])[C:21]=5[CH:20]=[CH:19]4)[CH2:17][C@H:12]3[CH2:11][O:10]2)=[CH:5][CH:4]=1.[I:28]N1C(=O)CCC1=O, predict the reaction product. The product is: [I:28][C:20]1[C:21]2[C:26]([CH3:27])=[N:25][CH:24]=[N:23][C:22]=2[N:18]([C@H:16]2[CH2:15][C@@H:13]3[O:14][CH:9]([C:6]4[CH:5]=[CH:4][C:3]([O:2][CH3:1])=[CH:8][CH:7]=4)[O:10][CH2:11][C@@H:12]3[CH2:17]2)[CH:19]=1.